This data is from Full USPTO retrosynthesis dataset with 1.9M reactions from patents (1976-2016). The task is: Predict the reactants needed to synthesize the given product. Given the product [Cl:1][C:2]1[CH:3]=[C:4]([CH:7]=[C:8]([O:10][C:11]2[C:16]([Cl:17])=[C:15]([CH3:18])[N:14]=[C:13]([O:19][CH3:21])[C:12]=2[Cl:20])[CH:9]=1)[C:5]#[N:6], predict the reactants needed to synthesize it. The reactants are: [Cl:1][C:2]1[CH:3]=[C:4]([CH:7]=[C:8]([O:10][C:11]2[C:16]([Cl:17])=[C:15]([CH3:18])[NH:14][C:13](=[O:19])[C:12]=2[Cl:20])[CH:9]=1)[C:5]#[N:6].[CH3:21]I.